From a dataset of Catalyst prediction with 721,799 reactions and 888 catalyst types from USPTO. Predict which catalyst facilitates the given reaction. (1) The catalyst class is: 5. Reactant: [CH3:1][O:2][C:3]1[CH:4]=[C:5]2[C:10](=[CH:11][C:12]=1[O:13][CH3:14])[N:9]=[CH:8][CH:7]=[C:6]2Cl.[N+:16]([C:19]1[CH:20]=[C:21]([OH:28])[CH:22]=[CH:23][C:24]=1[N+:25]([O-:27])=[O:26])([O-:18])=[O:17]. Product: [N+:16]([C:19]1[CH:20]=[C:21]([CH:22]=[CH:23][C:24]=1[N+:25]([O-:27])=[O:26])[O:28][C:6]1[C:5]2[C:10](=[CH:11][C:12]([O:13][CH3:14])=[C:3]([O:2][CH3:1])[CH:4]=2)[N:9]=[CH:8][CH:7]=1)([O-:18])=[O:17]. (2) Reactant: [OH-].[K+].[Br:3][C:4]1[CH:5]=[C:6]([O:12]C(=O)C)[CH:7]=[CH:8][C:9]=1[O:10][CH3:11]. Product: [Br:3][C:4]1[CH:5]=[C:6]([OH:12])[CH:7]=[CH:8][C:9]=1[O:10][CH3:11]. The catalyst class is: 72. (3) Reactant: [C-:1]#[N:2].[K+].[Br:4][C:5]1[CH:10]=[CH:9][C:8]([Cl:11])=[CH:7][C:6]=1[CH2:12]Br. Product: [Br:4][C:5]1[CH:10]=[CH:9][C:8]([Cl:11])=[CH:7][C:6]=1[CH2:12][C:1]#[N:2]. The catalyst class is: 18. (4) Reactant: O[CH:2]([C:4]1[S:8][C:7]([C:9]2[CH:10]=[CH:11][C:12](=[O:16])[N:13]([CH3:15])[CH:14]=2)=[CH:6][CH:5]=1)[CH3:3].[CH:17]1[N:21]=[CH:20][N:19](C([N:19]2[CH:20]=[N:21][CH:17]=[CH:18]2)=O)[CH:18]=1. The catalyst class is: 115. Product: [N:19]1([CH:2]([C:4]2[S:8][C:7]([C:9]3[CH:10]=[CH:11][C:12](=[O:16])[N:13]([CH3:15])[CH:14]=3)=[CH:6][CH:5]=2)[CH3:3])[CH:18]=[CH:17][N:21]=[CH:20]1. (5) The catalyst class is: 23. Reactant: N[C@H](C1C=NC=C(Br)C=1)[C@@H](C1C=C(F)C=CC=1F)O.[Cl:20][C:21]1[N:26]=[CH:25][N:24]=[C:23]([C@@H:27]([NH:37]C(=O)OC(C)(C)C)[C@@H:28]([C:30]2[CH:35]=[CH:34][CH:33]=[C:32]([F:36])[CH:31]=2)[OH:29])[CH:22]=1.O.C(O)(C(F)(F)F)=O. Product: [ClH:20].[ClH:20].[NH2:37][C@H:27]([C:23]1[CH:22]=[C:21]([Cl:20])[N:26]=[CH:25][N:24]=1)[C@@H:28]([C:30]1[CH:35]=[CH:34][CH:33]=[C:32]([F:36])[CH:31]=1)[OH:29]. (6) The catalyst class is: 3. Reactant: [CH:1]1([C@H:4]([OH:30])[CH2:5][O:6][C:7]2[C:25]([F:26])=[CH:24][C:23]([N+:27]([O-:29])=[O:28])=[CH:22][C:8]=2[CH2:9][N:10]([CH3:21])[C:11](=[O:20])[O:12][CH2:13][C:14]2[CH:19]=[CH:18][CH:17]=[CH:16][CH:15]=2)[CH2:3][CH2:2]1.[Si:31](Cl)([C:34]([CH3:37])([CH3:36])[CH3:35])([CH3:33])[CH3:32].N1C=CN=C1. Product: [Si:31]([O:30][C@@H:4]([CH:1]1[CH2:3][CH2:2]1)[CH2:5][O:6][C:7]1[C:25]([F:26])=[CH:24][C:23]([N+:27]([O-:29])=[O:28])=[CH:22][C:8]=1[CH2:9][N:10]([CH3:21])[C:11](=[O:20])[O:12][CH2:13][C:14]1[CH:19]=[CH:18][CH:17]=[CH:16][CH:15]=1)([C:34]([CH3:37])([CH3:36])[CH3:35])([CH3:33])[CH3:32].